Dataset: Full USPTO retrosynthesis dataset with 1.9M reactions from patents (1976-2016). Task: Predict the reactants needed to synthesize the given product. (1) Given the product [Cl:8][C:9]1[CH:10]=[C:11]([NH:23][C:24]2[C:33]3[C:28](=[CH:29][CH:30]=[CH:31][C:32]=3[O:34][C@H:35]([CH3:39])[CH2:36][N:37]([CH3:38])[C:3](=[O:4])[C:2]([OH:1])([CH3:7])[CH3:6])[N:27]=[CH:26][N:25]=2)[CH:12]=[CH:13][C:14]=1[O:15][CH2:16][C:17]1[CH:22]=[CH:21][CH:20]=[CH:19][N:18]=1, predict the reactants needed to synthesize it. The reactants are: [OH:1][C:2]([CH3:7])([CH3:6])[C:3](O)=[O:4].[Cl:8][C:9]1[CH:10]=[C:11]([NH:23][C:24]2[C:33]3[C:28](=[CH:29][CH:30]=[CH:31][C:32]=3[O:34][C@H:35]([CH3:39])[CH2:36][NH:37][CH3:38])[N:27]=[CH:26][N:25]=2)[CH:12]=[CH:13][C:14]=1[O:15][CH2:16][C:17]1[CH:22]=[CH:21][CH:20]=[CH:19][N:18]=1. (2) Given the product [CH:16]([C:18]1[CH:26]=[CH:25][C:21]([C:22]([O:24][CH:28]([CH3:41])[CH2:29][C:30](=[O:31])[CH:32]2[C:37]([CH3:39])([CH3:38])[CH2:36][CH:35]=[CH:34][CH:33]2[CH3:40])=[O:23])=[CH:20][CH:19]=1)=[CH2:17], predict the reactants needed to synthesize it. The reactants are: C1CCC(N=C=NC2CCCCC2)CC1.[CH:16]([C:18]1[CH:26]=[CH:25][C:21]([C:22]([OH:24])=[O:23])=[CH:20][CH:19]=1)=[CH2:17].O[CH:28]([CH3:41])[CH2:29][C:30]([CH:32]1[C:37]([CH3:39])([CH3:38])[CH2:36][CH:35]=[CH:34][CH:33]1[CH3:40])=[O:31]. (3) Given the product [N:14]1([C:11](=[O:13])[CH2:10][C:7]2[CH:6]=[CH:5][C:4]([N+:1]([O-:3])=[O:2])=[CH:9][CH:8]=2)[CH2:19][CH2:18][O:17][CH2:16][CH2:15]1, predict the reactants needed to synthesize it. The reactants are: [N+:1]([C:4]1[CH:9]=[CH:8][C:7]([CH2:10][C:11]([OH:13])=O)=[CH:6][CH:5]=1)([O-:3])=[O:2].[NH:14]1[CH2:19][CH2:18][O:17][CH2:16][CH2:15]1.C(=O)(O)[O-].[Na+]. (4) Given the product [CH3:45][N:46]([CH3:59])[CH2:47][CH2:48][CH2:49][O:50][C:5]1[CH:6]=[CH:7][C:2]([CH2:1][N:9]2[CH2:10][CH:11]([CH2:13][N:14]3[C:18]4[N:19]=[C:20]([C:29]5[CH:34]=[CH:33][C:32]([NH:35][C:36]([NH:38][C:39]6[CH:40]=[CH:41][CH:42]=[CH:43][CH:44]=6)=[O:37])=[CH:31][CH:30]=5)[N:21]=[C:22]([N:23]5[CH2:28][CH2:27][O:26][CH2:25][CH2:24]5)[C:17]=4[N:16]=[N:15]3)[CH2:12]2)=[CH:3][CH:4]=1, predict the reactants needed to synthesize it. The reactants are: [C:1]([N:9]1[CH2:12][CH:11]([CH2:13][N:14]2[C:18]3[N:19]=[C:20]([C:29]4[CH:34]=[CH:33][C:32]([NH:35][C:36]([NH:38][C:39]5[CH:44]=[CH:43][CH:42]=[CH:41][CH:40]=5)=[O:37])=[CH:31][CH:30]=4)[N:21]=[C:22]([N:23]4[CH2:28][CH2:27][O:26][CH2:25][CH2:24]4)[C:17]=3[N:16]=[N:15]2)[CH2:10]1)(=O)[C:2]1[CH:7]=[CH:6][CH:5]=[CH:4][CH:3]=1.[CH3:45][N:46]([CH3:59])[CH2:47][CH2:48][CH2:49][O:50]C1C=CC(C=O)=CC=1.[BH3-]C#N.[Na+]. (5) Given the product [Cl:7][C:8]1[CH:9]=[C:1]([CH:14]=[CH:15][C:16]=1[O:17][CH2:18][CH:19]1[CH2:21][CH2:20]1)[C:2]([Cl:4])=[O:3], predict the reactants needed to synthesize it. The reactants are: [C:1](Cl)(=O)[C:2]([Cl:4])=[O:3].[Cl:7][C:8]1[CH:9]=C([CH:14]=[CH:15][C:16]=1[O:17][CH2:18][CH:19]1[CH2:21][CH2:20]1)C(O)=O.CN(C)C=O. (6) The reactants are: [NH:1]1[CH2:6][CH2:5][CH:4]([O:7][CH2:8][C:9]2[N:13]=[C:12]([C:14]3[CH:19]=[CH:18][N:17]=[C:16]([C:20]#[N:21])[CH:15]=3)[O:11][N:10]=2)[CH2:3][CH2:2]1.C(N(CC)CC)C.[C:29]1([O:35][C:36](Cl)=[O:37])[CH:34]=[CH:33][CH:32]=[CH:31][CH:30]=1. Given the product [C:29]1([O:35][C:36]([N:1]2[CH2:6][CH2:5][CH:4]([O:7][CH2:8][C:9]3[N:13]=[C:12]([C:14]4[CH:19]=[CH:18][N:17]=[C:16]([C:20]#[N:21])[CH:15]=4)[O:11][N:10]=3)[CH2:3][CH2:2]2)=[O:37])[CH:34]=[CH:33][CH:32]=[CH:31][CH:30]=1, predict the reactants needed to synthesize it.